Dataset: Forward reaction prediction with 1.9M reactions from USPTO patents (1976-2016). Task: Predict the product of the given reaction. (1) Given the reactants C[O:2][C:3]1[CH:4]=[C:5]2[C:10](=[CH:11][CH:12]=1)[C:9](=[O:13])[N:8]([C@H:14]1[CH2:23][CH2:22][C:21]3[C:16](=[CH:17][CH:18]=[C:19]([CH2:24][N:25]4[CH2:30][CH2:29][CH:28]([O:31][CH3:32])[CH2:27][CH2:26]4)[CH:20]=3)[CH2:15]1)[CH2:7][CH2:6]2.C1(S)C=CC=CC=1.C(=O)([O-])[O-].[K+].[K+], predict the reaction product. The product is: [OH:2][C:3]1[CH:4]=[C:5]2[C:10](=[CH:11][CH:12]=1)[C:9](=[O:13])[N:8]([C@H:14]1[CH2:23][CH2:22][C:21]3[C:16](=[CH:17][CH:18]=[C:19]([CH2:24][N:25]4[CH2:26][CH2:27][CH:28]([O:31][CH3:32])[CH2:29][CH2:30]4)[CH:20]=3)[CH2:15]1)[CH2:7][CH2:6]2. (2) Given the reactants Cl.Cl.COC1C=CC(N2CCNCC2)=CC=1.Br[CH2:18][CH2:19][C:20]1[CH:25]=[CH:24][CH:23]=[CH:22][CH:21]=1.[F:26][C:27]1[CH:32]=[C:31]([O:33][CH3:34])[C:30]([F:35])=[CH:29][C:28]=1[N:36]1[CH2:41][CH2:40][NH:39][CH2:38][CH2:37]1.CS(OCCC1CCCCC1)(=O)=O, predict the reaction product. The product is: [CH:20]1([CH2:19][CH2:18][N:39]2[CH2:38][CH2:37][N:36]([C:28]3[CH:29]=[C:30]([F:35])[C:31]([O:33][CH3:34])=[CH:32][C:27]=3[F:26])[CH2:41][CH2:40]2)[CH2:25][CH2:24][CH2:23][CH2:22][CH2:21]1.